This data is from NCI-60 drug combinations with 297,098 pairs across 59 cell lines. The task is: Regression. Given two drug SMILES strings and cell line genomic features, predict the synergy score measuring deviation from expected non-interaction effect. (1) Drug 1: C1CCC(C1)C(CC#N)N2C=C(C=N2)C3=C4C=CNC4=NC=N3. Drug 2: C1CCN(CC1)CCOC2=CC=C(C=C2)C(=O)C3=C(SC4=C3C=CC(=C4)O)C5=CC=C(C=C5)O. Cell line: M14. Synergy scores: CSS=-3.59, Synergy_ZIP=9.73, Synergy_Bliss=13.6, Synergy_Loewe=2.33, Synergy_HSA=3.53. (2) Cell line: UACC-257. Drug 1: C1CCN(CC1)CCOC2=CC=C(C=C2)C(=O)C3=C(SC4=C3C=CC(=C4)O)C5=CC=C(C=C5)O. Synergy scores: CSS=38.0, Synergy_ZIP=1.17, Synergy_Bliss=2.15, Synergy_Loewe=-20.0, Synergy_HSA=2.31. Drug 2: CCC1(CC2CC(C3=C(CCN(C2)C1)C4=CC=CC=C4N3)(C5=C(C=C6C(=C5)C78CCN9C7C(C=CC9)(C(C(C8N6C)(C(=O)OC)O)OC(=O)C)CC)OC)C(=O)OC)O.OS(=O)(=O)O. (3) Drug 1: C1=CC(=C2C(=C1NCCNCCO)C(=O)C3=C(C=CC(=C3C2=O)O)O)NCCNCCO. Drug 2: CCC1(CC2CC(C3=C(CCN(C2)C1)C4=CC=CC=C4N3)(C5=C(C=C6C(=C5)C78CCN9C7C(C=CC9)(C(C(C8N6C)(C(=O)OC)O)OC(=O)C)CC)OC)C(=O)OC)O.OS(=O)(=O)O. Cell line: NCI-H460. Synergy scores: CSS=63.2, Synergy_ZIP=1.72, Synergy_Bliss=-0.130, Synergy_Loewe=0.904, Synergy_HSA=2.96. (4) Synergy scores: CSS=4.53, Synergy_ZIP=0.539, Synergy_Bliss=3.39, Synergy_Loewe=0.576, Synergy_HSA=0.550. Cell line: NCI-H460. Drug 1: CNC(=O)C1=NC=CC(=C1)OC2=CC=C(C=C2)NC(=O)NC3=CC(=C(C=C3)Cl)C(F)(F)F. Drug 2: C1CN(P(=O)(OC1)NCCCl)CCCl. (5) Drug 1: CCC1=C2CN3C(=CC4=C(C3=O)COC(=O)C4(CC)O)C2=NC5=C1C=C(C=C5)O. Drug 2: C1CN(CCN1C(=O)CCBr)C(=O)CCBr. Cell line: A498. Synergy scores: CSS=23.0, Synergy_ZIP=-4.95, Synergy_Bliss=0.990, Synergy_Loewe=2.77, Synergy_HSA=2.40.